Dataset: Full USPTO retrosynthesis dataset with 1.9M reactions from patents (1976-2016). Task: Predict the reactants needed to synthesize the given product. (1) The reactants are: [CH2:1]([NH:8][C:9]1[CH:16]=[CH:15][C:12]([CH:13]=O)=[CH:11][CH:10]=1)[C:2]1[CH:7]=[CH:6][CH:5]=[CH:4][CH:3]=1.[N+:17]([CH3:20])([O-:19])=[O:18].C([O-])(=O)C.[NH4+]. Given the product [CH2:1]([NH:8][C:9]1[CH:16]=[CH:15][C:12](/[CH:13]=[CH:20]/[N+:17]([O-:19])=[O:18])=[CH:11][CH:10]=1)[C:2]1[CH:7]=[CH:6][CH:5]=[CH:4][CH:3]=1, predict the reactants needed to synthesize it. (2) Given the product [Br:1][C:2]1[C:3]([C:9]2[S:17][C:12]3=[CH:13][N:14]=[CH:15][CH:16]=[C:11]3[CH:10]=2)=[N:4][C:5]([NH:18][CH2:19][CH2:20][N:21]2[C:25]([CH3:26])([CH3:27])[C:24](=[O:28])[NH:23][C:22]2=[O:29])=[N:6][CH:7]=1, predict the reactants needed to synthesize it. The reactants are: [Br:1][C:2]1[C:3]([C:9]2[S:17][C:12]3=[CH:13][N:14]=[CH:15][CH:16]=[C:11]3[CH:10]=2)=[N:4][C:5](Cl)=[N:6][CH:7]=1.[NH2:18][CH2:19][CH2:20][N:21]1[C:25]([CH3:27])([CH3:26])[C:24](=[O:28])[NH:23][C:22]1=[O:29].C(N(C(C)C)CC)(C)C.